Dataset: TCR-epitope binding with 47,182 pairs between 192 epitopes and 23,139 TCRs. Task: Binary Classification. Given a T-cell receptor sequence (or CDR3 region) and an epitope sequence, predict whether binding occurs between them. The epitope is VVYRGTTTY. The TCR CDR3 sequence is CASSLGSGGDGYTF. Result: 1 (the TCR binds to the epitope).